From a dataset of Forward reaction prediction with 1.9M reactions from USPTO patents (1976-2016). Predict the product of the given reaction. (1) Given the reactants [CH2:1]([O:8][C:9]([N:11]1[CH:15]([C:16]([OH:18])=O)[CH2:14][S:13][C@@H:12]1[C:19]1[CH:24]=[CH:23][C:22]([F:25])=[CH:21][CH:20]=1)=[O:10])[C:2]1[CH:7]=[CH:6][CH:5]=[CH:4][CH:3]=1.CCN(C(C)C)C(C)C.CN(C(ON1N=NC2C=CC=NC1=2)=[N+](C)C)C.F[P-](F)(F)(F)(F)F.[NH2:59][C:60]1[S:61][CH:62]=[C:63]([C:65]2[CH:76]=[CH:75][C:68]([C:69]([NH:71][CH:72]3[CH2:74][CH2:73]3)=[O:70])=[CH:67][CH:66]=2)[N:64]=1, predict the reaction product. The product is: [CH2:1]([O:8][C:9]([N:11]1[CH:15]([C:16](=[O:18])[NH:59][C:60]2[S:61][CH:62]=[C:63]([C:65]3[CH:66]=[CH:67][C:68]([C:69](=[O:70])[NH:71][CH:72]4[CH2:74][CH2:73]4)=[CH:75][CH:76]=3)[N:64]=2)[CH2:14][S:13][C@@H:12]1[C:19]1[CH:20]=[CH:21][C:22]([F:25])=[CH:23][CH:24]=1)=[O:10])[C:2]1[CH:7]=[CH:6][CH:5]=[CH:4][CH:3]=1. (2) Given the reactants [CH:1]1[C:11]2[CH:10]=[CH:9][C:8]3[CH:12]=[CH:13][CH:14]=[CH:15][C:7]=3[NH:6][C:5]=2[CH:4]=[CH:3][CH:2]=1.I[C:17]1[CH:25]=[CH:24][C:20]([CH2:21][CH2:22][OH:23])=[CH:19][CH:18]=1.[OH-].[K+].C1C2C(CCCC2)CCC1, predict the reaction product. The product is: [OH:23][CH2:22][CH2:21][C:20]1[CH:24]=[CH:25][C:17]([N:6]2[C:7]3[CH:15]=[CH:14][CH:13]=[CH:12][C:8]=3[CH:9]=[CH:10][C:11]3[CH:1]=[CH:2][CH:3]=[CH:4][C:5]2=3)=[CH:18][CH:19]=1. (3) The product is: [ClH:33].[OH:1][C@H:2]([CH2:25][O:26][C:27]1[CH:32]=[CH:31][CH:30]=[CH:29][CH:28]=1)[CH2:3][NH:4][C@@H:5]([CH2:8][C:9]1[CH:10]=[CH:11][C:12]([O:15][C:16]2[C:21]([N+:22]([O-:24])=[O:23])=[CH:20][CH:19]=[CH:18][N:17]=2)=[CH:13][CH:14]=1)[CH2:6][OH:7]. Given the reactants [OH:1][C@H:2]([CH2:25][O:26][C:27]1[CH:32]=[CH:31][CH:30]=[CH:29][CH:28]=1)[CH2:3][NH:4][C@@H:5]([CH2:8][C:9]1[CH:14]=[CH:13][C:12]([O:15][C:16]2[C:21]([N+:22]([O-:24])=[O:23])=[CH:20][CH:19]=[CH:18][N:17]=2)=[CH:11][CH:10]=1)[CH2:6][OH:7].[ClH:33], predict the reaction product. (4) The product is: [Br:1][C:2]1[CH:7]=[CH:6][C:5]([N:8]2[C:12]([CH3:13])=[CH:11][C:10]([C:14]([OH:16])=[O:15])=[N:9]2)=[C:4]([C:19]([N:21]2[C@H:30]([CH2:31][OH:32])[CH2:29][C:28]3[C:23](=[CH:24][CH:25]=[CH:26][CH:27]=3)[CH2:22]2)=[O:20])[CH:3]=1. Given the reactants [Br:1][C:2]1[CH:7]=[CH:6][C:5]([N:8]2[C:12]([CH3:13])=[CH:11][C:10]([C:14]([O:16]CC)=[O:15])=[N:9]2)=[C:4]([C:19]([N:21]2[C@H:30]([CH2:31][OH:32])[CH2:29][C:28]3[C:23](=[CH:24][CH:25]=[CH:26][CH:27]=3)[CH2:22]2)=[O:20])[CH:3]=1.O.[OH-].[Li+], predict the reaction product. (5) The product is: [N:12]1[CH:13]=[CH:14][CH:15]=[CH:16][C:11]=1[N:1]1[C:5]2[CH:6]=[CH:7][CH:8]=[CH:9][C:4]=2[N:3]=[N:2]1. Given the reactants [NH:1]1[C:5]2[CH:6]=[CH:7][CH:8]=[CH:9][C:4]=2[N:3]=[N:2]1.Br[C:11]1[CH:16]=[CH:15][CH:14]=[CH:13][N:12]=1.CCOC(C)=O.[OH-].[K+], predict the reaction product. (6) Given the reactants [C:1]([O:7][CH2:8][C@@H:9]([O:36][C:37]([CH3:40])([CH3:39])[CH3:38])[C:10]1[C:11]([C:29]2[CH:34]=[CH:33][C:32]([Cl:35])=[CH:31][CH:30]=2)=[C:12]2[C:17](=[CH:18][C:19]=1[CH3:20])[N:16]=[C:15](OS(C(F)(F)F)(=O)=O)[CH:14]=[CH:13]2)(=[O:6])[C:2]([CH3:5])([CH3:4])[CH3:3].[N-:41]=[N+:42]=[N-:43].[Na+], predict the reaction product. The product is: [C:1]([O:7][CH2:8][C@@H:9]([O:36][C:37]([CH3:39])([CH3:40])[CH3:38])[C:10]1[C:11]([C:29]2[CH:30]=[CH:31][C:32]([Cl:35])=[CH:33][CH:34]=2)=[C:12]2[C:17](=[CH:18][C:19]=1[CH3:20])[N:16]1[N:41]=[N:42][N:43]=[C:15]1[CH:14]=[CH:13]2)(=[O:6])[C:2]([CH3:5])([CH3:4])[CH3:3]. (7) The product is: [NH:1]1[C:2]2=[CH:3][CH:4]=[CH:5][C:6]3=[C:12]2[N:11]([CH2:10][CH2:9][O:8][C:7]3=[O:13])[C:14]1=[O:15]. Given the reactants [NH2:1][C:2]1[C:12]2[NH:11][CH2:10][CH2:9][O:8][C:7](=[O:13])[C:6]=2[CH:5]=[CH:4][CH:3]=1.[C:14](N1C=CN=C1)(N1C=CN=C1)=[O:15], predict the reaction product.